This data is from Full USPTO retrosynthesis dataset with 1.9M reactions from patents (1976-2016). The task is: Predict the reactants needed to synthesize the given product. Given the product [C:24]([C:26]1[N:27]=[C:28]([CH:31]2[CH2:36][CH2:35][N:34]([C:37]([O:39][C:40]([CH3:43])([CH3:42])[CH3:41])=[O:38])[CH2:33][CH2:32]2)[S:29][CH:30]=1)(=[O:23])[CH3:25], predict the reactants needed to synthesize it. The reactants are: CC(OI1(OC(C)=O)(OC(C)=O)OC(=O)C2C1=CC=CC=2)=O.[OH:23][CH:24]([C:26]1[N:27]=[C:28]([CH:31]2[CH2:36][CH2:35][N:34]([C:37]([O:39][C:40]([CH3:43])([CH3:42])[CH3:41])=[O:38])[CH2:33][CH2:32]2)[S:29][CH:30]=1)[CH3:25].